From a dataset of Human liver microsome stability data. Regression/Classification. Given a drug SMILES string, predict its absorption, distribution, metabolism, or excretion properties. Task type varies by dataset: regression for continuous measurements (e.g., permeability, clearance, half-life) or binary classification for categorical outcomes (e.g., BBB penetration, CYP inhibition). Dataset: hlm. (1) The compound is N#Cc1c(C(F)(F)F)cc(NCc2ccco2)n2c1nc1cc(Cl)c(Cl)cc12. The result is 0 (unstable in human liver microsomes). (2) The drug is CN(C)CCCN1c2ccccc2CCc2ccccc21. The result is 0 (unstable in human liver microsomes). (3) The compound is COc1cccc(CNC(=O)c2[nH]c3cc(-c4cn[nH]c4)ccc3c2CN(C)C)c1. The result is 0 (unstable in human liver microsomes). (4) The drug is CC(C)OC(=O)C1=CN(C(=O)c2cccc(OCCN3CCN(C)CC3)c2)CC(C)(C)c2c1[nH]c1ccccc21. The result is 1 (stable in human liver microsomes). (5) The molecule is CCOc1cc(NC(=O)C2(NC(=O)c3ccc4c(C5CCCC5)c(-c5ncc(Cl)cn5)n(C)c4c3)CCC2)ccc1C=CC(=O)OCCN1CCN(C)CC1. The result is 0 (unstable in human liver microsomes). (6) The compound is CC(C)COC(=O)NS(=O)(=O)c1sc(CC(C)C)cc1-c1cccc(Cn2ccnc2)c1. The result is 1 (stable in human liver microsomes). (7) The drug is Oc1c2ccc(Oc3ccc(OC(F)(F)F)cc3)cc2nc2cc(Cl)cc(F)c12. The result is 0 (unstable in human liver microsomes).